Predict the reactants needed to synthesize the given product. From a dataset of Full USPTO retrosynthesis dataset with 1.9M reactions from patents (1976-2016). (1) Given the product [Cl:34][C:35]1[CH:36]=[C:37]([S:41]([NH:27][CH2:26][CH2:25][CH2:24][C:14]2[CH:15]=[CH:16][C:17]([O:19][CH2:20][CH2:21][O:22][CH3:23])=[CH:18][C:13]=2[O:12][C:3]2[C:2]([Cl:1])=[CH:7][C:6]([C:8]([F:9])([F:11])[F:10])=[CH:5][N:4]=2)(=[O:43])=[O:42])[CH:38]=[CH:39][CH:40]=1, predict the reactants needed to synthesize it. The reactants are: [Cl:1][C:2]1[C:3]([O:12][C:13]2[CH:18]=[C:17]([O:19][CH2:20][CH2:21][O:22][CH3:23])[CH:16]=[CH:15][C:14]=2[CH2:24][CH2:25][CH2:26][NH2:27])=[N:4][CH:5]=[C:6]([C:8]([F:11])([F:10])[F:9])[CH:7]=1.N1C=CC=CC=1.[Cl:34][C:35]1[CH:36]=[C:37]([S:41](Cl)(=[O:43])=[O:42])[CH:38]=[CH:39][CH:40]=1.Cl. (2) Given the product [Cl:16][C:17]1[CH:18]=[CH:19][C:20]([CH:21]([CH2:41][N+:38]([O-:40])=[O:39])[CH2:22][C:23]([O:25][CH2:26][CH3:27])=[O:24])=[CH:28][CH:29]=1, predict the reactants needed to synthesize it. The reactants are: NCC(C1C=CC(Cl)=CC=1)CC(O)=O.Cl.[Cl:16][C:17]1[CH:29]=[CH:28][C:20]([CH:21]=[CH:22][C:23]([O:25][CH2:26][CH3:27])=[O:24])=[CH:19][CH:18]=1.CN(C)C(N(C)C)=N.[N+:38]([CH3:41])([O-:40])=[O:39]. (3) The reactants are: [Cl:1][C:2]1[CH:7]=[CH:6][CH:5]=[C:4]([Cl:8])[C:3]=1[N:9]1[CH:18]=[C:12]2[CH:13]=[N+:14]([O-])[CH:15]=[CH:16][C:11]2=[N:10]1.P(Cl)(Cl)([Cl:21])=O.C(=O)([O-])O.[Na+]. Given the product [Cl:21][C:13]1[C:12]2=[CH:18][N:9]([C:3]3[C:2]([Cl:1])=[CH:7][CH:6]=[CH:5][C:4]=3[Cl:8])[N:10]=[C:11]2[CH:16]=[CH:15][N:14]=1, predict the reactants needed to synthesize it. (4) The reactants are: Cl[C:2]([O:4][CH3:5])=[O:3].[C:6]([C:8]1[CH:13]=[CH:12][C:11]([NH:14][C:15]([C:17]2[CH:18]=[C:19]([C:24]3[CH:29]=[CH:28][C:27]([F:30])=[CH:26][C:25]=3[F:31])[CH:20]=[CH:21]C=2O)=[O:16])=[CH:10][CH:9]=1)#[N:7].Cl. Given the product [F:31][C:25]1[CH:26]=[C:27]([F:30])[CH:28]=[CH:29][C:24]=1[C:19]1[CH:20]=[CH:21][C:5]2[O:4][C:2](=[O:3])[N:14]([C:11]3[CH:10]=[CH:9][C:8]([C:6]#[N:7])=[CH:13][CH:12]=3)[C:15](=[O:16])[C:17]=2[CH:18]=1, predict the reactants needed to synthesize it. (5) Given the product [Cl:2][C:3]1[CH:4]=[CH:5][C:6]2[S:10][C:9]([C:11]3[CH:16]=[CH:15][CH:14]=[CH:13][CH:12]=3)=[C:8]([CH2:17][CH2:18][NH:19][C:27](=[O:29])[CH3:28])[C:7]=2[CH:20]=1, predict the reactants needed to synthesize it. The reactants are: Cl.[Cl:2][C:3]1[CH:4]=[CH:5][C:6]2[S:10][C:9]([C:11]3[CH:16]=[CH:15][CH:14]=[CH:13][CH:12]=3)=[C:8]([CH2:17][CH2:18][NH2:19])[C:7]=2[CH:20]=1.C(=O)([O-])[O-].[K+].[K+].[C:27](Cl)(=[O:29])[CH3:28].